Task: Predict which catalyst facilitates the given reaction.. Dataset: Catalyst prediction with 721,799 reactions and 888 catalyst types from USPTO (1) The catalyst class is: 6. Product: [CH2:10]([N:1]1[CH:5]=[CH:4][N:3]=[C:2]1[CH:6]=[O:7])[CH2:11][CH3:12]. Reactant: [NH:1]1[CH:5]=[CH:4][N:3]=[C:2]1[CH:6]=[O:7].CN1C[CH2:12][CH2:11][C:10]1=O.BrCCC.C(=O)([O-])[O-].[K+].[K+]. (2) Reactant: C[O:2][C:3](=[O:22])[CH2:4][CH2:5][CH:6]1[CH2:11][CH2:10][N:9]([C:12]2[CH:17]=[CH:16][C:15]([C:18]([F:21])([F:20])[F:19])=[CH:14][CH:13]=2)[CH2:8][CH2:7]1.[OH-].[Li+:24].O1CCCC1. Product: [Li+:24].[F:20][C:18]([F:19])([F:21])[C:15]1[CH:16]=[CH:17][C:12]([N:9]2[CH2:10][CH2:11][CH:6]([CH2:5][CH2:4][C:3]([O-:22])=[O:2])[CH2:7][CH2:8]2)=[CH:13][CH:14]=1. The catalyst class is: 192.